This data is from Forward reaction prediction with 1.9M reactions from USPTO patents (1976-2016). The task is: Predict the product of the given reaction. (1) The product is: [CH:1]1([CH2:4][S:5]([NH:8][CH2:9][CH2:10][O:11][C:12]2[CH:13]=[CH:14][C:15]3[CH2:16][CH2:17][CH:18]([NH:30][CH3:31])[CH:19]([CH2:22][C:23]4[CH:24]=[CH:25][C:26]([F:29])=[CH:27][CH:28]=4)[C:20]=3[CH:21]=2)(=[O:6])=[O:7])[CH2:3][CH2:2]1. Given the reactants [CH:1]1([CH2:4][S:5]([NH:8][CH2:9][CH2:10][O:11][C:12]2[CH:21]=[C:20]3[C:15]([CH2:16][CH2:17][CH:18]([NH:30][C:31](=O)OCC)[CH:19]3[CH2:22][C:23]3[CH:28]=[CH:27][C:26]([F:29])=[CH:25][CH:24]=3)=[CH:14][CH:13]=2)(=[O:7])=[O:6])[CH2:3][CH2:2]1.[H-].[H-].[H-].[H-].[Li+].[Al+3].[OH-].[Na+].CC(O)C.Cl, predict the reaction product. (2) The product is: [F:15][C:16]1[CH:17]=[CH:18][CH:19]=[CH:20][C:21]=1[C:2]1[CH:11]=[CH:10][C:5]([C:6]([O:8][CH3:9])=[O:7])=[CH:4][C:3]=1[CH2:12][O:13][CH3:14]. Given the reactants Br[C:2]1[CH:11]=[CH:10][C:5]([C:6]([O:8][CH3:9])=[O:7])=[CH:4][C:3]=1[CH2:12][O:13][CH3:14].[F:15][C:16]1[C:17](C)=[C:18](C2C=CC(C(O)=O)=CC=2COC)[CH:19]=[CH:20][CH:21]=1.FC1C=CC=CC=1B(O)O.C(=O)([O-])[O-].[K+].[K+], predict the reaction product. (3) Given the reactants [C:1]([O:5][C:6]([N:8]1[CH2:15][C:14]([F:17])([F:16])[CH2:13][C@H:9]1[C:10](O)=[O:11])=[O:7])([CH3:4])([CH3:3])[CH3:2].CSC, predict the reaction product. The product is: [C:1]([O:5][C:6]([N:8]1[CH2:15][C:14]([F:16])([F:17])[CH2:13][CH:9]1[CH2:10][OH:11])=[O:7])([CH3:4])([CH3:3])[CH3:2]. (4) The product is: [CH3:19][C:18]1[O:17][N:16]=[C:15]([C:20]2[CH:21]=[CH:22][CH:23]=[CH:24][CH:25]=2)[C:14]=1[C:13]1[N:7]2[CH2:6][C:5]3[C:9]([C:8]2=[N:11][N:12]=1)=[CH:10][C:2]([C:29]1[CH:30]=[CH:31][N:26]=[CH:27][CH:28]=1)=[CH:3][CH:4]=3. Given the reactants Br[C:2]1[CH:10]=[C:9]2[C:5]([CH2:6][N:7]3[C:13]([C:14]4[C:15]([C:20]5[CH:25]=[CH:24][CH:23]=[CH:22][CH:21]=5)=[N:16][O:17][C:18]=4[CH3:19])=[N:12][N:11]=[C:8]32)=[CH:4][CH:3]=1.[N:26]1[CH:31]=[CH:30][C:29](OB=O)=[CH:28][CH:27]=1.C([O-])([O-])=O.[Cs+].[Cs+], predict the reaction product. (5) The product is: [CH2:3]([CH:2]1[CH2:1][O:12][C:28]2([O:32][CH2:37][CH:36]([CH2:16][CH2:17][CH2:18][CH2:19][CH2:20][CH2:15][CH2:13][CH3:14])[O:35]2)[O:11]1)[CH2:4][CH2:5][CH2:6][CH2:7][CH2:8][CH2:9][CH3:10]. Given the reactants [CH2:1]([OH:12])[CH:2]([OH:11])[CH2:3][CH2:4][CH2:5][CH2:6][CH2:7][CH2:8][CH2:9][CH3:10].[CH2:13]([C:15]1[CH:20]=[CH:19][C:18](S(O)(=O)=O)=[CH:17][CH:16]=1)[CH3:14].C(O[C:28]([O:35][CH2:36][CH3:37])([O:32]CC)OCC)C, predict the reaction product. (6) Given the reactants [F:1][C:2]([F:34])([F:33])[C:3]1[CH:32]=[CH:31][C:6]([C:7]([NH:9][CH:10]([C:12]2[N:17]=[N:16][C:15]([NH:18][C:19]3[CH:24]=[C:23]([O:25][CH3:26])[C:22]([O:27][CH3:28])=[C:21]([O:29][CH3:30])[CH:20]=3)=[N:14][CH:13]=2)[CH3:11])=O)=[CH:5][CH:4]=1.P(Cl)(Cl)(Cl)=O, predict the reaction product. The product is: [CH3:11][C:10]1[N:9]=[C:7]([C:6]2[CH:31]=[CH:32][C:3]([C:2]([F:34])([F:33])[F:1])=[CH:4][CH:5]=2)[N:17]2[C:12]=1[CH:13]=[N:14][C:15]([NH:18][C:19]1[CH:24]=[C:23]([O:25][CH3:26])[C:22]([O:27][CH3:28])=[C:21]([O:29][CH3:30])[CH:20]=1)=[N:16]2. (7) Given the reactants C(OC(=O)[NH:7][C@H:8]([C:12]1[CH:17]=[CH:16][C:15]([F:18])=[CH:14][CH:13]=1)[CH2:9][CH:10]=O)(C)(C)C.[NH:20]1[CH2:25][CH2:24][O:23][CH2:22][CH2:21]1.C(O[BH-](OC(=O)C)OC(=O)C)(=O)C.[Na+].O, predict the reaction product. The product is: [F:18][C:15]1[CH:14]=[CH:13][C:12]([C@@H:8]([NH2:7])[CH2:9][CH2:10][N:20]2[CH2:25][CH2:24][O:23][CH2:22][CH2:21]2)=[CH:17][CH:16]=1.